From a dataset of Full USPTO retrosynthesis dataset with 1.9M reactions from patents (1976-2016). Predict the reactants needed to synthesize the given product. (1) The reactants are: C([C:5]1[CH:11]=[CH:10][CH:9]=[CH:8][C:6]=1[NH2:7])(C)(C)C.I[C:13]1[CH:19]=[CH:18][C:16]([NH2:17])=[C:15](C(C)(C)C)[CH:14]=1.NC1C=CC=CC=1.IC1C=CC(N=C=S)=C(C(C)(C)C)C=1.[OH:45]CCN.O=S(Cl)[Cl:51]. Given the product [NH2:7][C:6]1([CH2:5][OH:45])[CH2:8][CH2:9][CH2:10][CH2:11]1.[ClH:51].[NH2:17][C:16]1([CH2:15][Cl:51])[CH2:14][CH2:13][CH2:19][CH2:18]1, predict the reactants needed to synthesize it. (2) Given the product [CH3:11][O:12][C:13]([C@@H:15]([N:23]1[CH2:31][C:27]2[CH:28]=[CH:29][S:30][C:26]=2[CH2:25][CH2:24]1)[C:16]1[C:21]([Cl:22])=[CH:20][CH:19]=[CH:18][CH:17]=1)=[O:14].[CH:4]1[CH:5]=[CH:6][C:1]([S:7]([OH:10])(=[O:9])=[O:8])=[CH:2][CH:3]=1, predict the reactants needed to synthesize it. The reactants are: [C:1]1([S:7]([OH:10])(=[O:9])=[O:8])[CH:6]=[CH:5][CH:4]=[CH:3][CH:2]=1.[CH3:11][O:12][C:13]([C@@H:15]([N:23]1[CH2:31][C:27]2[CH:28]=[CH:29][S:30][C:26]=2[CH2:25][CH2:24]1)[C:16]1[CH:17]=[CH:18][CH:19]=[CH:20][C:21]=1[Cl:22])=[O:14]. (3) Given the product [CH3:21][C:22]1[N:27]=[C:26]([CH2:28][CH2:33][CH3:32])[C:25]([O:34][C:2]2[CH:7]=[CH:6][N:5]=[C:4]([NH:8][C:9]3[CH:14]=[C:13]([O:15][CH3:16])[C:12]([O:17][CH3:18])=[C:11]([O:19][CH3:20])[CH:10]=3)[CH:3]=2)=[CH:24][CH:23]=1, predict the reactants needed to synthesize it. The reactants are: F[C:2]1[CH:7]=[CH:6][N:5]=[C:4]([NH:8][C:9]2[CH:14]=[C:13]([O:15][CH3:16])[C:12]([O:17][CH3:18])=[C:11]([O:19][CH3:20])[CH:10]=2)[CH:3]=1.[CH3:21][C:22]1[N:27]=[C:26]([C:28]2[CH:33]=[CH:32]C=CN=2)[C:25]([O:34]C2C=CN=C(NC3C=CC(S(N)(=O)=O)=CC=3)C=2)=[CH:24][CH:23]=1.C([O-])([O-])=O.[K+].[K+]. (4) Given the product [N:12]1([C:6](=[O:8])[CH2:5][CH2:4][CH2:3][CH2:2][C:1]([O:10][CH3:11])=[O:9])[CH2:17][CH2:16][O:15][CH2:14][CH2:13]1, predict the reactants needed to synthesize it. The reactants are: [C:1]([O:10][CH3:11])(=[O:9])[CH2:2][CH2:3][CH2:4][CH2:5][C:6]([O-:8])=O.[NH:12]1[CH2:17][CH2:16][O:15][CH2:14][CH2:13]1.Cl.C(N=C=NCCCN(C)C)C.C(N(CC)CC)C. (5) Given the product [Br:1][C:2]1[CH:10]=[C:9]2[C:5]([C:6]([O:17][CH3:18])=[N:7][N:8]2[C:11]2[CH:16]=[CH:15][CH:14]=[CH:13][CH:12]=2)=[CH:4][CH:3]=1, predict the reactants needed to synthesize it. The reactants are: [Br:1][C:2]1[CH:10]=[C:9]2[C:5]([C:6](=[O:17])[NH:7][N:8]2[C:11]2[CH:16]=[CH:15][CH:14]=[CH:13][CH:12]=2)=[CH:4][CH:3]=1.[C:18](=O)([O-])[O-].[K+].[K+].CI. (6) Given the product [CH2:17]([O:21][C:22]([CH:16]1[C:2]2[NH:1][C:9]3[C:4](=[CH:5][CH:6]=[CH:7][CH:8]=3)[C:3]=2[C:10]([CH3:14])([CH3:13])[CH2:11][NH:12]1)=[O:23])[CH3:18], predict the reactants needed to synthesize it. The reactants are: [NH:1]1[C:9]2[C:4](=[CH:5][CH:6]=[CH:7][CH:8]=2)[C:3]([C:10]([CH3:14])([CH3:13])[CH2:11][NH2:12])=[CH:2]1.I[CH3:16].[C:17]([O:21][C:22](N1C2C(=CC=CC=2)C(CC#N)=C1)=[O:23])(C)(C)[CH3:18]. (7) Given the product [C:6]([NH:7][NH2:8])(=[O:9])[CH2:26][CH2:25][CH2:24][CH2:23][CH2:22][CH2:21][CH2:20][CH2:19][CH2:18][CH2:17][CH2:16][CH2:15][CH2:14][CH2:13][CH2:12][CH2:11][CH3:10], predict the reactants needed to synthesize it. The reactants are: C(O[C:6](=[O:9])[NH:7][NH2:8])(C)(C)C.[C:10](O)(=O)[CH2:11][CH2:12][CH2:13][CH2:14][CH2:15][CH2:16][CH2:17][CH2:18][CH2:19][CH2:20][CH2:21][CH2:22][CH2:23][CH2:24][CH2:25][CH2:26]C. (8) Given the product [C:11]([O:15][C:16](=[O:17])[NH:1][C:2]1[C:7]([C:8](=[O:10])[CH3:9])=[CH:6][CH:5]=[CH:4][N:3]=1)([CH3:14])([CH3:13])[CH3:12], predict the reactants needed to synthesize it. The reactants are: [NH2:1][C:2]1[C:7]([C:8](=[O:10])[CH3:9])=[CH:6][CH:5]=[CH:4][N:3]=1.[C:11]([O:15][C:16](O[C:16]([O:15][C:11]([CH3:14])([CH3:13])[CH3:12])=[O:17])=[O:17])([CH3:14])([CH3:13])[CH3:12]. (9) Given the product [CH3:18][O:17][C:15]1[C:14]([O:19][CH2:20][CH2:21][CH2:22][O:23][C:24]2[C:38]([O:39][CH3:40])=[CH:37][C:27]3[C:28](=[O:36])[N:29]4[CH2:35][CH2:34][CH2:33][C@H:30]4[CH2:31][NH:32][C:26]=3[CH:25]=2)=[CH:13][C:12]2[N:41]=[CH:4][C@@H:5]3[CH2:9][CH2:8][CH2:7][N:6]3[C:10](=[O:42])[C:11]=2[CH:16]=1, predict the reactants needed to synthesize it. The reactants are: C(O[CH:4](SCC)[C@@H:5]1[CH2:9][CH2:8][CH2:7][N:6]1[C:10](=[O:42])[C:11]1[CH:16]=[C:15]([O:17][CH3:18])[C:14]([O:19][CH2:20][CH2:21][CH2:22][O:23][C:24]2[C:38]([O:39][CH3:40])=[CH:37][C:27]3[C:28](=[O:36])[N:29]4[CH2:35][CH2:34][CH2:33][C@H:30]4[CH2:31][NH:32][C:26]=3[CH:25]=2)=[CH:13][C:12]=1[NH2:41])C.C([O-])([O-])=O.[Ca+2].CCOC(C)=O.